This data is from Catalyst prediction with 721,799 reactions and 888 catalyst types from USPTO. The task is: Predict which catalyst facilitates the given reaction. (1) Reactant: [F:1][C:2]1[CH:10]=[CH:9][C:8]2[NH:7][C:6]3[C:11]([C:27]#[N:28])=[CH:12][N:13]=[C:14]([NH:15][C@@H:16]4[CH2:25][CH2:24][C:19]5(OCC[O:20]5)[CH2:18][C@H:17]4[CH3:26])[C:5]=3[C:4]=2[CH:3]=1.Cl. Product: [F:1][C:2]1[CH:10]=[CH:9][C:8]2[NH:7][C:6]3[C:11]([C:27]#[N:28])=[CH:12][N:13]=[C:14]([NH:15][C@@H:16]4[CH2:25][CH2:24][C:19](=[O:20])[CH2:18][C@H:17]4[CH3:26])[C:5]=3[C:4]=2[CH:3]=1. The catalyst class is: 692. (2) Reactant: C(O[C:5](=[O:7])C)(=O)C.C(O)=O.[Br:11][C:12]1[CH:18]=[CH:17][C:15]([NH2:16])=[CH:14][CH:13]=1. Product: [Br:11][C:12]1[CH:18]=[CH:17][C:15]([NH:16][CH:5]=[O:7])=[CH:14][CH:13]=1. The catalyst class is: 1.